This data is from Forward reaction prediction with 1.9M reactions from USPTO patents (1976-2016). The task is: Predict the product of the given reaction. (1) Given the reactants [O:1]([C:8]1[CH:13]=[CH:12][C:11]([C:14]2[C:22]3[C:17](=[N:18][CH:19]=[N:20][C:21]=3[NH2:23])[NH:16][N:15]=2)=[CH:10][CH:9]=1)[C:2]1[CH:7]=[CH:6][CH:5]=[CH:4][CH:3]=1.CS(O[CH:29]1[CH2:32][C:31](=[CH:33][CH2:34][CH3:35])[CH2:30]1)(=O)=O.C(=O)([O-])[O-].[Cs+].[Cs+].O, predict the reaction product. The product is: [O:1]([C:8]1[CH:13]=[CH:12][C:11]([C:14]2[C:22]3[C:17](=[N:18][CH:19]=[N:20][C:21]=3[NH2:23])[N:16]([CH:29]3[CH2:32][C:31](=[CH:33][CH2:34][CH3:35])[CH2:30]3)[N:15]=2)=[CH:10][CH:9]=1)[C:2]1[CH:7]=[CH:6][CH:5]=[CH:4][CH:3]=1. (2) Given the reactants C([O:8][C:9]1[CH:14]=[CH:13][C:12]([N:15]([CH3:57])[C:16]([C:18]2[CH:19]=[C:20]([C:27]3[CH:28]=[C:29]4[C:33](=[CH:34][C:35]=3[C:36]([N:38]3[C@H:47]([CH3:48])[CH2:46][C:45]5[C:40](=[CH:41][CH:42]=[CH:43][CH:44]=5)[CH2:39]3)=[O:37])[CH2:32][N:31]([CH2:49][CH2:50][CH:51]3[CH2:56][CH2:55][CH2:54][CH2:53][CH2:52]3)[CH2:30]4)[N:21]3[C:26]=2[CH2:25][CH2:24][CH2:23][CH2:22]3)=[O:17])=[CH:11][CH:10]=1)C1C=CC=CC=1.B(Cl)(Cl)Cl, predict the reaction product. The product is: [CH:51]1([CH2:50][CH2:49][N:31]2[CH2:30][C:29]3[C:33](=[CH:34][C:35]([C:36]([N:38]4[C@H:47]([CH3:48])[CH2:46][C:45]5[C:40](=[CH:41][CH:42]=[CH:43][CH:44]=5)[CH2:39]4)=[O:37])=[C:27]([C:20]4[N:21]5[C:26]([CH2:25][CH2:24][CH2:23][CH2:22]5)=[C:18]([C:16]([N:15]([C:12]5[CH:11]=[CH:10][C:9]([OH:8])=[CH:14][CH:13]=5)[CH3:57])=[O:17])[CH:19]=4)[CH:28]=3)[CH2:32]2)[CH2:52][CH2:53][CH2:54][CH2:55][CH2:56]1.